This data is from Forward reaction prediction with 1.9M reactions from USPTO patents (1976-2016). The task is: Predict the product of the given reaction. (1) Given the reactants Br[C:2]1[CH:3]=[C:4]2[C:9](=[N:10][CH:11]=1)[NH:8][CH2:7][CH2:6][CH2:5]2.C([Sn](CCCC)(CCCC)[C:17]1[CH:22]=[N:21][CH:20]=[CH:19][N:18]=1)CCC.C([O-])([O-])=O.[Cs+].[Cs+], predict the reaction product. The product is: [N:18]1[CH:19]=[CH:20][N:21]=[CH:22][C:17]=1[C:2]1[CH:3]=[C:4]2[C:9](=[N:10][CH:11]=1)[NH:8][CH2:7][CH2:6][CH2:5]2. (2) The product is: [NH2:10][C:9]1[NH:11][C:18](=[O:19])[C:17]([O:16][C:15]2[CH:29]=[CH:30][C:31]([Cl:32])=[C:13]([Cl:12])[CH:14]=2)=[C:23]([C:24]([F:27])([F:25])[F:26])[N:8]=1. Given the reactants C(=O)([O-])[O-].[K+].[K+].Cl.[NH2:8][C:9]([NH2:11])=[NH2+:10].[Cl:12][C:13]1[CH:14]=[C:15]([CH:29]=[CH:30][C:31]=1[Cl:32])[O:16][CH:17]([C:23](=O)[C:24]([F:27])([F:26])[F:25])[C:18](OCC)=[O:19].Cl, predict the reaction product. (3) Given the reactants Cl.C=[O:3].[C:4]1([P:10]([C:12]2[CH:17]=[CH:16][CH:15]=[CH:14][CH:13]=2)Cl)[CH:9]=[CH:8][CH:7]=[CH:6][CH:5]=1.[C:18]([O-])(O)=[O:19].[Na+], predict the reaction product. The product is: [OH:19][CH2:18][P:10](=[O:3])([C:12]1[CH:17]=[CH:16][CH:15]=[CH:14][CH:13]=1)[C:4]1[CH:9]=[CH:8][CH:7]=[CH:6][CH:5]=1. (4) Given the reactants [CH:1]1([C@H:4]([NH2:6])[CH3:5])[CH2:3][CH2:2]1.C[Al](C)C.C1(C)C=CC=CC=1.[C:18]([CH2:20][C:21]1([N:36]2[CH:40]=[C:39]([C:41]3[C:42]4[CH:49]=[CH:48][N:47](COCC[Si](C)(C)C)[C:43]=4[N:44]=[CH:45][N:46]=3)[CH:38]=[N:37]2)[CH2:24][N:23]([C:25]2[CH:34]=[CH:33][C:28]([C:29](OC)=[O:30])=[C:27]([F:35])[CH:26]=2)[CH2:22]1)#[N:19], predict the reaction product. The product is: [C:18]([CH2:20][C:21]1([N:36]2[CH:40]=[C:39]([C:41]3[C:42]4[CH:49]=[CH:48][NH:47][C:43]=4[N:44]=[CH:45][N:46]=3)[CH:38]=[N:37]2)[CH2:22][N:23]([C:25]2[CH:34]=[CH:33][C:28]([C:29]([NH:6][C@@H:4]([CH:1]3[CH2:3][CH2:2]3)[CH3:5])=[O:30])=[C:27]([F:35])[CH:26]=2)[CH2:24]1)#[N:19]. (5) Given the reactants [CH:1](NC(C)C)(C)C.C([Li])CCC.[Br:13][C:14]1[CH:19]=[CH:18][C:17]([Cl:20])=[C:16]([F:21])[CH:15]=1.IC, predict the reaction product. The product is: [Br:13][C:14]1[CH:19]=[CH:18][C:17]([Cl:20])=[C:16]([F:21])[C:15]=1[CH3:1]. (6) Given the reactants [CH3:1][C:2]#[N:3].[Li]N([Si](C)(C)C)[Si](C)(C)C.[CH:14]1([C:20](OC)=[O:21])[CH2:19][CH2:18][CH2:17][CH2:16][CH2:15]1, predict the reaction product. The product is: [CH:14]1([C:20](=[O:21])[CH2:1][C:2]#[N:3])[CH2:19][CH2:18][CH2:17][CH2:16][CH2:15]1. (7) Given the reactants [Br:1][C:2]1[CH:3]=[CH:4][C:5]([F:19])=[C:6]([C:8]2[NH:17][C:16](=O)[C:15]3[C:10](=[N:11][CH:12]=[CH:13][N:14]=3)[N:9]=2)[CH:7]=1.[CH2:20]([NH:24][C:25]1[CH:30]=[CH:29][N:28]=[CH:27][CH:26]=1)[CH2:21][CH2:22][CH3:23].BrC1C=CC(F)=C(C2N=C(NC3C=CN=CC=3)C3C(=NC=CN=3)N=2)C=1, predict the reaction product. The product is: [CH2:20]([N:24]([C:25]1[CH:30]=[CH:29][N:28]=[CH:27][CH:26]=1)[C:16]1[C:15]2[C:10](=[N:11][CH:12]=[CH:13][N:14]=2)[N:9]=[C:8]([C:6]2[CH:7]=[C:2]([Br:1])[CH:3]=[CH:4][C:5]=2[F:19])[N:17]=1)[CH2:21][CH2:22][CH3:23].